This data is from Full USPTO retrosynthesis dataset with 1.9M reactions from patents (1976-2016). The task is: Predict the reactants needed to synthesize the given product. (1) Given the product [CH2:30]([O:37][C:38]([N:40]1[CH2:45][CH2:44][CH:43]([C:46](=[O:47])[CH2:19][C:20]([C:22]2[CH:27]=[CH:26][C:25]([O:28][CH3:29])=[CH:24][CH:23]=2)=[O:21])[CH2:42][CH2:41]1)=[O:39])[C:31]1[CH:36]=[CH:35][CH:34]=[CH:33][CH:32]=1, predict the reactants needed to synthesize it. The reactants are: C(NC(C)C)(C)C.C([Li])CCC.CCCCCC.[CH3:19][C:20]([C:22]1[CH:27]=[CH:26][C:25]([O:28][CH3:29])=[CH:24][CH:23]=1)=[O:21].[CH2:30]([O:37][C:38]([N:40]1[CH2:45][CH2:44][CH:43]([C:46](Cl)=[O:47])[CH2:42][CH2:41]1)=[O:39])[C:31]1[CH:36]=[CH:35][CH:34]=[CH:33][CH:32]=1.[Cl-].[NH4+]. (2) Given the product [CH2:1]([N:4]1[CH:41]=[CH:42][N:43]=[C:5]1[C:7]1[S:11][C:10]([C:12]2[CH:17]=[CH:16][N:15]=[CH:14][CH:13]=2)=[N:9][C:8]=1[CH2:18][C:19]1[CH:24]=[CH:23][C:22]([Cl:25])=[CH:21][CH:20]=1)[CH:2]=[CH2:3], predict the reactants needed to synthesize it. The reactants are: [CH2:1]([NH:4][C:5]([C:7]1[S:11][C:10]([C:12]2[CH:17]=[CH:16][N:15]=[CH:14][CH:13]=2)=[N:9][C:8]=1[CH2:18][C:19]1[CH:24]=[CH:23][C:22]([Cl:25])=[CH:21][CH:20]=1)=O)[CH:2]=[CH2:3].P(Cl)(Cl)(Cl)(Cl)Cl.Cl.O1CCOCC1.CO[CH:41](OC)[CH2:42][NH2:43]. (3) Given the product [CH:1]1([C@H:4]2[C@H:13]([CH3:14])[C@@H:12]([O:15][C:19]3[CH:24]=[CH:23][CH:22]=[CH:21][CH:20]=3)[C:11]3[C:6](=[CH:7][CH:8]=[CH:9][CH:10]=3)[N:5]2[C:16](=[O:18])[CH3:17])[CH2:2][CH2:3]1, predict the reactants needed to synthesize it. The reactants are: [CH:1]1([C@H:4]2[C@H:13]([CH3:14])[C@H:12]([OH:15])[C:11]3[C:6](=[CH:7][CH:8]=[CH:9][CH:10]=3)[N:5]2[C:16](=[O:18])[CH3:17])[CH2:3][CH2:2]1.[C:19]1(O)[CH:24]=[CH:23][CH:22]=[CH:21][CH:20]=1.C1(P(C2C=CC=CC=2)C2C=CC=CC=2)C=CC=CC=1.CC(OC(/N=N/C(OC(C)C)=O)=O)C. (4) Given the product [CH2:1]([C:3]1[CH:8]=[C:7]([CH3:9])[CH:6]=[C:5]([CH2:10][CH3:11])[C:4]=1[C:12](=[O:18])[C:13]([N:15]([CH3:17])[N:16]=[CH:21][CH3:22])=[O:14])[CH3:2], predict the reactants needed to synthesize it. The reactants are: [CH2:1]([C:3]1[CH:8]=[C:7]([CH3:9])[CH:6]=[C:5]([CH2:10][CH3:11])[C:4]=1[C:12](=[O:18])[C:13]([N:15]([CH3:17])[NH2:16])=[O:14])[CH3:2].CO.[CH:21](=O)[CH3:22].